From a dataset of Full USPTO retrosynthesis dataset with 1.9M reactions from patents (1976-2016). Predict the reactants needed to synthesize the given product. (1) Given the product [CH2:8]([O:12][C:13]1[N:21]=[C:20]2[C:16]([N:17]=[C:18]([O:22][CH3:23])[N:19]2[CH2:32][CH2:33][CH2:34][CH2:35][CH2:36][Cl:37])=[C:15]([NH2:24])[N:14]=1)[CH2:9][CH2:10][CH3:11], predict the reactants needed to synthesize it. The reactants are: FC(F)(F)C(O)=O.[CH2:8]([O:12][C:13]1[N:21]=[C:20]2[C:16]([N:17]=[C:18]([O:22][CH3:23])[NH:19]2)=[C:15]([NH2:24])[N:14]=1)[CH2:9][CH2:10][CH3:11].C(=O)([O-])[O-].[K+].[K+].Br[CH2:32][CH2:33][CH2:34][CH2:35][CH2:36][Cl:37]. (2) Given the product [Cl:1][C:2]1[CH:18]=[CH:17][C:5]2[CH2:6][CH2:7][NH:8][CH2:9][CH2:10][C:4]=2[C:3]=1[NH:19][CH2:20][C:21]1[CH:22]=[CH:23][C:24]([CH2:27][N:28]([CH:30]([CH3:32])[CH3:31])[CH3:29])=[CH:25][CH:26]=1, predict the reactants needed to synthesize it. The reactants are: [Cl:1][C:2]1[CH:18]=[CH:17][C:5]2[CH2:6][CH2:7][N:8](C(=O)C(F)(F)F)[CH2:9][CH2:10][C:4]=2[C:3]=1[NH:19][CH2:20][C:21]1[CH:26]=[CH:25][C:24]([CH2:27][N:28]([CH:30]([CH3:32])[CH3:31])[CH3:29])=[CH:23][CH:22]=1.CO.